From a dataset of Reaction yield outcomes from USPTO patents with 853,638 reactions. Predict the reaction yield, written as a fraction of the theoretical maximum amount of product (1.0 means a 100% yield; for example, 0.34 means a 34% yield). (1) No catalyst specified. The yield is 0.180. The reactants are [F:1][C:2]1[CH:3]=[N:4][C:5]2[C:10]([C:11]=1[CH:12]=[CH2:13])=C[C:8]([O:14][CH3:15])=[CH:7][CH:6]=2.[OH:16]/[N:17]=[C:18]1/[C@H:19]([CH2:23][NH:24][C:25](=[O:34])[O:26][CH2:27][C:28]2[CH:33]=[CH:32][CH:31]=[CH:30][CH:29]=2)[CH2:20][NH:21][CH2:22]/1.C[N:36](C=O)C. The product is [F:1][C:2]1[CH:3]=[N:4][C:5]2[C:10]([C:11]=1[CH2:12][CH2:13][N:21]1[CH2:22]/[C:18](=[N:17]\[OH:16])/[C@H:19]([CH2:23][NH:24][C:25](=[O:34])[O:26][CH2:27][C:28]3[CH:33]=[CH:32][CH:31]=[CH:30][CH:29]=3)[CH2:20]1)=[N:36][C:8]([O:14][CH3:15])=[CH:7][CH:6]=2. (2) The reactants are [CH:1]1([C:4]2[O:8][N:7]=[C:6]([C:9]3[CH:14]=[CH:13][CH:12]=[CH:11][CH:10]=3)[C:5]=2[C:15]([OH:17])=O)[CH2:3][CH2:2]1.[CH3:18][O:19][C:20]1[CH:29]=[CH:28][CH:27]=[CH:26][C:21]=1[C:22]([NH:24][NH2:25])=O.[Cl-].ClC1N(C)C=C[N+]=1C.C(N(CC)CC)C. The catalyst is ClCCl. The product is [CH:1]1([C:4]2[O:8][N:7]=[C:6]([C:9]3[CH:10]=[CH:11][CH:12]=[CH:13][CH:14]=3)[C:5]=2[C:15]2[O:17][C:22]([C:21]3[CH:26]=[CH:27][CH:28]=[CH:29][C:20]=3[O:19][CH3:18])=[N:24][N:25]=2)[CH2:2][CH2:3]1. The yield is 0.330. (3) The reactants are [CH3:1][C:2]12[CH2:8][CH:5]([CH2:6][CH2:7]1)[C:4]([CH3:10])([CH3:9])[C:3]2=O.O.[NH2:13][NH2:14]. The catalyst is C(O)C. The product is [CH3:1][C:2]12[CH2:8][CH:5]([CH2:6][CH2:7]1)[C:4]([CH3:10])([CH3:9])[C:3]2=[N:13][NH2:14]. The yield is 0.910. (4) The reactants are [Cl:1][C:2]1[CH:3]=[C:4]2[C:8](=[CH:9][CH:10]=1)[NH:7][C:6]([C:11]([NH:13][NH2:14])=[O:12])=[CH:5]2.[C:15]1([N:21]=[C:22]=[O:23])[CH:20]=[CH:19][CH:18]=[CH:17][CH:16]=1.C1COCC1. The catalyst is O1CCOCC1. The product is [Cl:1][C:2]1[CH:3]=[C:4]2[C:8](=[CH:9][CH:10]=1)[NH:7][C:6]([C:11]([NH:13][NH:14][C:22]([NH:21][C:15]1[CH:20]=[CH:19][CH:18]=[CH:17][CH:16]=1)=[O:23])=[O:12])=[CH:5]2. The yield is 0.880. (5) The catalyst is CN(C=O)C. The product is [Cl:1][C:2]1[N:10]([CH2:11][CH:12]=[CH2:13])[C:9]2[C:8](=[O:14])[NH:7][C:6](=[O:15])[N:5]([CH2:22][O:23][CH2:24][CH2:25][O:26][CH3:27])[C:4]=2[N:3]=1. The yield is 0.240. The reactants are [Cl:1][C:2]1[N:10]([CH2:11][CH:12]=[CH2:13])[C:9]2[C:8](=[O:14])[NH:7][C:6](=[O:15])[NH:5][C:4]=2[N:3]=1.C(=O)([O-])[O-].[Na+].[Na+].[CH3:22][O:23][CH2:24][CH2:25][O:26][CH2:27]Cl. (6) The reactants are [CH:1]([C:4]1[CH:12]=[CH:11][C:7]([CH2:8]CN)=[CH:6][CH:5]=1)([CH3:3])[CH3:2].[CH3:13][NH:14]CC1C=CC2C(=CC=CC=2)C=1CCC.Cl.[O:30]=[C:31]1[NH:40][C:39]2[N:38]=[CH:37][C:36](/[CH:41]=[CH:42]/[C:43]([OH:45])=O)=[CH:35][C:34]=2[CH2:33][CH2:32]1.Cl.CN1CC2C=C(/C=C/C(O)=O)C=NC=2NC(=O)C1. No catalyst specified. The product is [CH:1]([C:4]1[CH:5]=[CH:6][C:7]([CH2:8][N:14]([CH3:13])[C:43](=[O:45])/[CH:42]=[CH:41]/[C:36]2[CH:37]=[N:38][C:39]3[NH:40][C:31](=[O:30])[CH2:32][CH2:33][C:34]=3[CH:35]=2)=[CH:11][CH:12]=1)([CH3:2])[CH3:3]. The yield is 0.610. (7) The reactants are Cl.[CH3:2][O:3][C:4]([C:6]1[N:7]([CH2:24][CH:25]2[CH2:30][CH2:29][NH:28][CH2:27][CH2:26]2)[C:8](=[O:23])[C:9]2[C:14]([C:15]=1[C:16]1[CH:21]=[CH:20][CH:19]=[CH:18][CH:17]=1)=[CH:13][C:12]([Br:22])=[CH:11][CH:10]=2)=[O:5].C(N(CC)CC)C.[C:38]1(=[O:44])[O:43][C:41](=[O:42])[CH2:40][CH2:39]1. The catalyst is O1CCCC1. The product is [CH3:2][O:3][C:4]([C:6]1[N:7]([CH2:24][CH:25]2[CH2:30][CH2:29][N:28]([C:38](=[O:44])[CH2:39][CH2:40][C:41]([OH:43])=[O:42])[CH2:27][CH2:26]2)[C:8](=[O:23])[C:9]2[C:14]([C:15]=1[C:16]1[CH:21]=[CH:20][CH:19]=[CH:18][CH:17]=1)=[CH:13][C:12]([Br:22])=[CH:11][CH:10]=2)=[O:5]. The yield is 0.810. (8) The reactants are S(C1C=CC(C)=CC=1)([O-])(=O)=O.[NH2:12][C@@H:13]([CH3:26])[C:14]([O:16][CH:17]1[CH2:25][C:24]2[C:19](=[CH:20][CH:21]=[CH:22][CH:23]=2)[CH2:18]1)=[O:15].[P:27](Cl)(Cl)(=[O:39])[O:28][C:29]1[C:38]2[C:33](=[CH:34][CH:35]=[CH:36][CH:37]=2)[CH:32]=[CH:31][CH:30]=1.C(Cl)[Cl:43]. No catalyst specified. The product is [Cl:43][C:30]1[CH:31]=[CH:32][C:33]2[C:38](=[CH:37][CH:36]=[CH:35][CH:34]=2)[C:29]=1[O:28][P:27](=[N:12][C@@H:13]([CH3:26])[C:14]([O:16][CH:17]1[CH2:25][C:24]2[C:19](=[CH:20][CH:21]=[CH:22][CH:23]=2)[CH2:18]1)=[O:15])=[O:39]. The yield is 0.650.